The task is: Regression. Given a peptide amino acid sequence and an MHC pseudo amino acid sequence, predict their binding affinity value. This is MHC class II binding data.. This data is from Peptide-MHC class II binding affinity with 134,281 pairs from IEDB. (1) The peptide sequence is SKYALVDASLKMADPNRFRGKDLPVLDQL. The MHC is DRB1_1101 with pseudo-sequence DRB1_1101. The binding affinity (normalized) is 0.402. (2) The peptide sequence is TKKFDEVVKANGGYL. The MHC is HLA-DQA10501-DQB10301 with pseudo-sequence HLA-DQA10501-DQB10301. The binding affinity (normalized) is 0.0865. (3) The peptide sequence is YATFFIKANSKFIGITE. The MHC is HLA-DPA10103-DPB10401 with pseudo-sequence HLA-DPA10103-DPB10401. The binding affinity (normalized) is 0.563. (4) The peptide sequence is GLAVLRKVKRVVASL. The MHC is DRB4_0103 with pseudo-sequence DRB4_0103. The binding affinity (normalized) is 0.936.